This data is from Full USPTO retrosynthesis dataset with 1.9M reactions from patents (1976-2016). The task is: Predict the reactants needed to synthesize the given product. (1) Given the product [CH3:1][C:2]1[CH:7]=[C:6]([O:8][CH:9]([C:13]2[O:17][C:16]([C:18]3[CH:23]=[CH:22][C:21]([C:24]([F:27])([F:26])[F:25])=[CH:20][CH:19]=3)=[N:15][C:14]=2[CH3:28])[CH2:10][CH2:11][CH3:12])[CH:5]=[CH:4][C:3]=1[CH2:29][CH2:30][C:31]([OH:33])=[O:32], predict the reactants needed to synthesize it. The reactants are: [CH3:1][C:2]1[CH:7]=[C:6]([O:8][CH:9]([C:13]2[O:17][C:16]([C:18]3[CH:23]=[CH:22][C:21]([C:24]([F:27])([F:26])[F:25])=[CH:20][CH:19]=3)=[N:15][C:14]=2[CH3:28])[CH2:10][CH:11]=[CH2:12])[CH:5]=[CH:4][C:3]=1[CH2:29][CH2:30][C:31]([OH:33])=[O:32]. (2) Given the product [NH2:9][CH:10]1[CH2:15][CH2:14][CH2:13][CH:12]([NH:16][C:17]([C:19]2[C:23]([CH3:24])=[C:22]([C:25]3[CH:26]=[CH:27][C:28]([O:31][Si:5]([C:1]([CH3:4])([CH3:3])[CH3:2])([CH3:7])[CH3:6])=[CH:29][CH:30]=3)[N:21]([C:32]3[CH:37]=[CH:36][C:35]([Cl:38])=[CH:34][C:33]=3[Cl:39])[N:20]=2)=[O:18])[CH2:11]1, predict the reactants needed to synthesize it. The reactants are: [C:1]([Si:5](Cl)([CH3:7])[CH3:6])([CH3:4])([CH3:3])[CH3:2].[NH2:9][CH:10]1[CH2:15][CH2:14][CH2:13][CH:12]([NH:16][C:17]([C:19]2[C:23]([CH3:24])=[C:22]([C:25]3[CH:30]=[CH:29][C:28]([OH:31])=[CH:27][CH:26]=3)[N:21]([C:32]3[CH:37]=[CH:36][C:35]([Cl:38])=[CH:34][C:33]=3[Cl:39])[N:20]=2)=[O:18])[CH2:11]1.O. (3) Given the product [CH:1]1[C:6]([OH:7])=[CH:5][CH:4]=[CH:3][C:2]=1[CH3:8].[CH:13]1[C:14]([OH:15])=[CH:9][CH:10]=[C:11]([CH3:16])[CH:12]=1, predict the reactants needed to synthesize it. The reactants are: [CH:1]1[C:6]([OH:7])=[CH:5][CH:4]=[CH:3][C:2]=1[CH3:8].[CH:9]1[C:14]([OH:15])=[CH:13][CH:12]=[C:11]([CH3:16])[CH:10]=1. (4) Given the product [NH2:1][C:4]1[N:9]=[CH:8][C:7]([O:10][C:11]2[CH:16]=[CH:15][N:14]=[C:13]([NH:17][C:18](=[O:21])[CH2:19][CH3:20])[CH:12]=2)=[CH:6][CH:5]=1, predict the reactants needed to synthesize it. The reactants are: [N+:1]([C:4]1[N:9]=[CH:8][C:7]([O:10][C:11]2[CH:16]=[CH:15][N:14]=[C:13]([NH:17][C:18](=[O:21])[CH2:19][CH3:20])[CH:12]=2)=[CH:6][CH:5]=1)([O-])=O.[NH4+].[Cl-].